From a dataset of Forward reaction prediction with 1.9M reactions from USPTO patents (1976-2016). Predict the product of the given reaction. (1) Given the reactants CON(C)[C:4](=[O:14])[C:5]([C:8]1[CH:13]=[CH:12][CH:11]=[CH:10][CH:9]=1)([CH3:7])[CH3:6].[CH3:16][Mg]Br, predict the reaction product. The product is: [CH3:6][C:5]([C:8]1[CH:13]=[CH:12][CH:11]=[CH:10][CH:9]=1)([CH3:7])[C:4](=[O:14])[CH3:16]. (2) Given the reactants [Cl-].[Mg+2].[Cl-].C(N(CC)CC)C.[C:11]([O:19][CH2:20][CH3:21])(=[O:18])[CH2:12][C:13]([O:15][CH2:16][CH3:17])=[O:14].[Cl:22][C:23]1[N:31]=[CH:30][CH:29]=[CH:28][C:24]=1[C:25](Cl)=[O:26], predict the reaction product. The product is: [Cl:22][C:23]1[N:31]=[CH:30][CH:29]=[CH:28][C:24]=1[C:25]([CH:12]([C:13]([O:15][CH2:16][CH3:17])=[O:14])[C:11]([O:19][CH2:20][CH3:21])=[O:18])=[O:26]. (3) Given the reactants [Cl:1][C:2]1[CH:7]=[CH:6][C:5]([CH:8]([C:13]2[C:21]3[C:16](=[C:17]([CH2:23][S:24][CH3:25])[CH:18]=[C:19]([F:22])[CH:20]=3)[NH:15][CH:14]=2)[CH2:9][CH2:10][C:11]#[N:12])=[CH:4][CH:3]=1.ClC1C=CC=C(C(OO)=[O:34])C=1, predict the reaction product. The product is: [Cl:1][C:2]1[CH:3]=[CH:4][C:5]([CH:8]([C:13]2[C:21]3[C:16](=[C:17]([CH2:23][S:24]([CH3:25])=[O:34])[CH:18]=[C:19]([F:22])[CH:20]=3)[NH:15][CH:14]=2)[CH2:9][CH2:10][C:11]#[N:12])=[CH:6][CH:7]=1. (4) Given the reactants C(O[BH-](OC(=O)C)OC(=O)C)(=O)C.[Na+].[CH3:15][S:16][CH2:17][CH2:18][CH:19]=O.[Cl:21][C:22]1[CH:27]=[C:26]([NH2:28])[CH:25]=[CH:24][C:23]=1[NH:29][C:30](=[O:38])[C@:31]([OH:37])([CH3:36])[C:32]([F:35])([F:34])[F:33].C(=O)([O-])O.[Na+], predict the reaction product. The product is: [Cl:21][C:22]1[CH:27]=[C:26]([NH:28][CH2:19][CH2:18][CH2:17][S:16][CH3:15])[CH:25]=[CH:24][C:23]=1[NH:29][C:30](=[O:38])[C@:31]([OH:37])([CH3:36])[C:32]([F:34])([F:33])[F:35]. (5) Given the reactants [CH:1]1([CH2:4][O:5][C:6]2[N:11]=[C:10]([CH2:12][O:13]C3CCCCO3)[CH:9]=[CH:8][N:7]=2)[CH2:3][CH2:2]1.CCO, predict the reaction product. The product is: [CH:1]1([CH2:4][O:5][C:6]2[N:11]=[C:10]([CH2:12][OH:13])[CH:9]=[CH:8][N:7]=2)[CH2:2][CH2:3]1. (6) Given the reactants [CH2:1]1[S:9](=[O:11])(=[O:10])[O:8][CH2:7][CH2:6][O:5][S:2]1(=[O:4])=[O:3].[H-].[Na+].C1C=CC(S(N(S(C2C=CC=CC=2)(=O)=O)[F:24])(=O)=O)=CC=1.C(Cl)Cl, predict the reaction product. The product is: [F:24][CH:1]1[S:2](=[O:3])(=[O:4])[O:5][CH2:6][CH2:7][O:8][S:9]1(=[O:11])=[O:10]. (7) Given the reactants [C:1]([C:5]1[CH:6]=[C:7]([CH:42]=[CH:43][CH:44]=1)[CH2:8][N:9]1[C@@H:17]2[C@H:12]([C@H:13]([CH2:20][C:21]3[CH:26]=[C:25]([CH2:27][C@H:28]([O:33][CH3:34])[C:29]([F:32])([F:31])[F:30])[C:24]([N:35]=CN(C)C)=[C:23]([F:40])[CH:22]=3)[CH2:14][S:15](=[O:19])(=[O:18])[CH2:16]2)[O:11][C:10]1=[O:41])([CH3:4])([CH3:3])[CH3:2], predict the reaction product. The product is: [NH2:35][C:24]1[C:25]([CH2:27][C@H:28]([O:33][CH3:34])[C:29]([F:31])([F:32])[F:30])=[CH:26][C:21]([CH2:20][C@H:13]2[C@H:12]3[C@@H:17]([N:9]([CH2:8][C:7]4[CH:42]=[CH:43][CH:44]=[C:5]([C:1]([CH3:3])([CH3:2])[CH3:4])[CH:6]=4)[C:10](=[O:41])[O:11]3)[CH2:16][S:15](=[O:19])(=[O:18])[CH2:14]2)=[CH:22][C:23]=1[F:40]. (8) Given the reactants C(=O)([O-])[O-].[K+].[K+].[CH:7]1([NH:10][C:11](=[O:26])[CH:12]([C:14]2[CH:19]=[CH:18][C:17]([CH:20]3[CH2:25][CH2:24][NH:23][CH2:22][CH2:21]3)=[CH:16][CH:15]=2)[CH3:13])[CH2:9][CH2:8]1.[CH:27]1([CH2:30][O:31][C:32]2[CH:33]=[CH:34][C:35](F)=[C:36]([CH:39]=2)[C:37]#[N:38])[CH2:29][CH2:28]1, predict the reaction product. The product is: [C:37]([C:36]1[CH:39]=[C:32]([O:31][CH2:30][CH:27]2[CH2:29][CH2:28]2)[CH:33]=[CH:34][C:35]=1[N:23]1[CH2:22][CH2:21][CH:20]([C:17]2[CH:18]=[CH:19][C:14]([CH:12]([CH3:13])[C:11]([NH:10][CH:7]3[CH2:8][CH2:9]3)=[O:26])=[CH:15][CH:16]=2)[CH2:25][CH2:24]1)#[N:38]. (9) Given the reactants C(Cl)(=[O:3])C.[CH2:5]([O:7][C:8]([C:10]1[CH:28]=[C:13]2[C:14](=[O:27])[N:15]([CH2:18][C:19]3[CH:24]=[CH:23][C:22]([O:25][CH3:26])=[CH:21][CH:20]=3)[CH2:16][CH2:17][N:12]2[N:11]=1)=O)[CH3:6].C([O-])([O-])=O.[Na+].[Na+], predict the reaction product. The product is: [CH3:26][O:25][C:22]1[CH:23]=[CH:24][C:19]([CH2:18][N:15]2[CH2:16][CH2:17][N:12]3[N:11]=[C:10]([CH2:8][O:7][C:5](=[O:3])[CH3:6])[CH:28]=[C:13]3[C:14]2=[O:27])=[CH:20][CH:21]=1. (10) Given the reactants [Br:1][C:2]1[CH:3]=[C:4]2[C:8](=[CH:9][C:10]=1[N+:11]([O-:13])=[O:12])[NH:7][CH2:6][CH2:5]2.C(C1C(=O)C(Cl)=C(Cl)C(=O)C=1C#N)#N, predict the reaction product. The product is: [Br:1][C:2]1[CH:3]=[C:4]2[C:8](=[CH:9][C:10]=1[N+:11]([O-:13])=[O:12])[NH:7][CH:6]=[CH:5]2.